This data is from Reaction yield outcomes from USPTO patents with 853,638 reactions. The task is: Predict the reaction yield, written as a fraction of the theoretical maximum amount of product (1.0 means a 100% yield; for example, 0.34 means a 34% yield). (1) The product is [Cl:8][C:21]1[CH:22]=[N:23][N:24]([CH3:25])[C:20]=1[C:12]1[CH:13]=[C:14]([C:16]([OH:18])=[O:17])[S:15][C:11]=1[O:10][CH3:9]. The yield is 0.980. The catalyst is O1CCCC1. The reactants are C1C(=O)N([Cl:8])C(=O)C1.[CH3:9][O:10][C:11]1[S:15][C:14]([C:16]([O:18]C)=[O:17])=[CH:13][C:12]=1[C:20]1[N:24]([CH3:25])[N:23]=[CH:22][CH:21]=1.[OH-].[Na+]. (2) The reactants are [F:1][C:2]1[CH:7]=[CH:6][CH:5]=[C:4]([F:8])[C:3]=1[N:9]1[C:14]2[N:15]=[C:16]([NH:30][CH2:31][CH2:32][N:33]([CH3:35])[CH3:34])[N:17]=[C:18]([C:19]3[CH:20]=[C:21]([CH:25]=[C:26]([F:29])[C:27]=3[CH3:28])[C:22]([OH:24])=O)[C:13]=2[CH2:12][NH:11][C:10]1=[O:36].[CH3:37][NH:38][CH3:39].C(N(CC)CC)C.CN(C(ON1N=NC2C=CC=CC1=2)=[N+](C)C)C.F[P-](F)(F)(F)(F)F. The catalyst is C(Cl)Cl. The product is [F:1][C:2]1[CH:7]=[CH:6][CH:5]=[C:4]([F:8])[C:3]=1[N:9]1[C:14]2[N:15]=[C:16]([NH:30][CH2:31][CH2:32][N:33]([CH3:35])[CH3:34])[N:17]=[C:18]([C:19]3[CH:20]=[C:21]([CH:25]=[C:26]([F:29])[C:27]=3[CH3:28])[C:22]([N:38]([CH3:39])[CH3:37])=[O:24])[C:13]=2[CH2:12][NH:11][C:10]1=[O:36]. The yield is 0.570.